This data is from Reaction yield outcomes from USPTO patents with 853,638 reactions. The task is: Predict the reaction yield, written as a fraction of the theoretical maximum amount of product (1.0 means a 100% yield; for example, 0.34 means a 34% yield). (1) The reactants are [F:1][C:2]([F:44])([F:43])[C:3]1[CH:4]=[C:5]([C:13]([CH3:42])([CH3:41])[C:14]([N:16]([CH3:40])[C:17]2[C:18]([C:32]3[CH:37]=[CH:36][C:35]([F:38])=[CH:34][C:33]=3[CH3:39])=[CH:19][C:20]([C@@H:23]3[NH:27][C@H:26]([C:28]([O:30][CH3:31])=[O:29])[CH2:25][CH2:24]3)=[N:21][CH:22]=2)=[O:15])[CH:6]=[C:7]([C:9]([F:12])([F:11])[F:10])[CH:8]=1.[C:45](O[C:45]([O:47][C:48]([CH3:51])([CH3:50])[CH3:49])=[O:46])([O:47][C:48]([CH3:51])([CH3:50])[CH3:49])=[O:46]. The catalyst is C(Cl)Cl. The product is [F:44][C:2]([F:1])([F:43])[C:3]1[CH:4]=[C:5]([C:13]([CH3:41])([CH3:42])[C:14]([N:16]([CH3:40])[C:17]2[C:18]([C:32]3[CH:37]=[CH:36][C:35]([F:38])=[CH:34][C:33]=3[CH3:39])=[CH:19][C:20]([C@@H:23]3[N:27]([C:45]([O:47][C:48]([CH3:51])([CH3:50])[CH3:49])=[O:46])[C@H:26]([C:28]([O:30][CH3:31])=[O:29])[CH2:25][CH2:24]3)=[N:21][CH:22]=2)=[O:15])[CH:6]=[C:7]([C:9]([F:11])([F:12])[F:10])[CH:8]=1. The yield is 0.920. (2) The reactants are [Br:1]N1C(=O)CCC1=O.[CH3:9][C:10]1[S:14][C:13]2[CH2:15][CH2:16][CH2:17][CH2:18][C:12]=2[CH:11]=1. The catalyst is C(#N)C.C(=O)(O)[O-].[Na+]. The product is [Br:1][C:11]1[C:12]2[CH2:18][CH2:17][CH2:16][CH2:15][C:13]=2[S:14][C:10]=1[CH3:9]. The yield is 0.730.